This data is from Full USPTO retrosynthesis dataset with 1.9M reactions from patents (1976-2016). The task is: Predict the reactants needed to synthesize the given product. (1) Given the product [OH:31][C:30]1[CH:37]=[CH:36][C:34]([O:35][C:19]([N:16]2[CH2:15][CH2:14][CH:13]([O:12][C:11]3[CH:10]=[CH:9][C:8]([CH2:7][C:5]([O:4][CH2:1][CH:2]=[CH2:3])=[O:6])=[CH:28][CH:27]=3)[CH2:18][CH2:17]2)=[O:20])=[CH:33][CH:32]=1, predict the reactants needed to synthesize it. The reactants are: [CH2:1]([O:4][C:5]([CH2:7][C:8]1[CH:28]=[CH:27][C:11]([O:12][CH:13]2[CH2:18][CH2:17][N:16]([C:19](N3C=C[N+](C)=C3)=[O:20])[CH2:15][CH2:14]2)=[CH:10][CH:9]=1)=[O:6])[CH:2]=[CH2:3].[I-].[C:30]1([CH:37]=[CH:36][C:34]([OH:35])=[CH:33][CH:32]=1)[OH:31]. (2) Given the product [CH3:16][O:1][C:2]1[CH:3]=[N:4][C:5]2[C:10]([C:11]=1[C:12]([O:14][CH3:15])=[O:13])=[CH:9][CH:8]=[CH:7][CH:6]=2, predict the reactants needed to synthesize it. The reactants are: [OH:1][C:2]1[CH:3]=[N:4][C:5]2[C:10]([C:11]=1[C:12]([O:14][CH3:15])=[O:13])=[CH:9][CH:8]=[CH:7][CH:6]=2.[C:16](=O)([O-])[O-].[K+].[K+].CI. (3) Given the product [CH:1]1([N:5]2[CH2:6][CH2:7][C:8]3([CH2:13][CH2:12][N:11]([C:14]4[CH:22]=[CH:21][C:17]([C:18]([NH:34][CH3:38])=[O:20])=[CH:16][CH:15]=4)[CH2:10][CH2:9]3)[CH2:23][CH2:24]2)[CH2:4][CH2:3][CH2:2]1, predict the reactants needed to synthesize it. The reactants are: [CH:1]1([N:5]2[CH2:24][CH2:23][C:8]3([CH2:13][CH2:12][N:11]([C:14]4[CH:22]=[CH:21][C:17]([C:18]([OH:20])=O)=[CH:16][CH:15]=4)[CH2:10][CH2:9]3)[CH2:7][CH2:6]2)[CH2:4][CH2:3][CH2:2]1.CN.F[P-](F)(F)(F)(F)F.[N:34]1(O[P+](N(C)C)(N(C)C)N(C)C)[C:38]2C=CC=CC=2N=N1. (4) Given the product [Br:1][C:2]1[CH:11]=[CH:10][C:5]([C:6](=[O:8])[CH2:14][Cl:13])=[CH:4][C:3]=1[F:12], predict the reactants needed to synthesize it. The reactants are: [Br:1][C:2]1[CH:11]=[CH:10][C:5]([C:6]([O:8]C)=O)=[CH:4][C:3]=1[F:12].[Cl:13][CH2:14]I.[Li+].CC([N-]C(C)C)C. (5) The reactants are: [CH3:1][C:2]([N:11]1[C:15]2[CH:16]=[CH:17][C:18](B3OC(C)(C)C(C)(C)O3)=[CH:19][C:14]=2[NH:13][C:12]1=[O:29])([CH3:10])[CH2:3][N:4]1[CH2:9][CH2:8][O:7][CH2:6][CH2:5]1.Br[CH:31]=[C:32]1[C:38]2[CH:39]=[CH:40][CH:41]=[CH:42][C:37]=2[CH2:36][O:35][C:34]2[CH:43]=[C:44]([F:47])[CH:45]=[CH:46][C:33]1=2.C([O-])([O-])=O.[Na+].[Na+].O.CCOC(C)=O. Given the product [CH3:1][C:2]([N:11]1[C:15]2[CH:16]=[CH:17][C:18]([CH:31]=[C:32]3[C:38]4[CH:39]=[CH:40][CH:41]=[CH:42][C:37]=4[CH2:36][O:35][C:34]4[CH:43]=[C:44]([F:47])[CH:45]=[CH:46][C:33]3=4)=[CH:19][C:14]=2[NH:13][C:12]1=[O:29])([CH3:10])[CH2:3][N:4]1[CH2:5][CH2:6][O:7][CH2:8][CH2:9]1, predict the reactants needed to synthesize it. (6) Given the product [CH3:1][O:2][C:3]([CH:5]1[C:9](=[N:12][OH:13])[CH2:8][S:7][CH2:6]1)=[O:4], predict the reactants needed to synthesize it. The reactants are: [CH3:1][O:2][C:3]([CH:5]1[C:9](=O)[CH2:8][S:7][CH2:6]1)=[O:4].Cl.[NH2:12][OH:13].C(=O)([O-])[O-].[Ba+2].